From a dataset of Full USPTO retrosynthesis dataset with 1.9M reactions from patents (1976-2016). Predict the reactants needed to synthesize the given product. Given the product [CH3:16][O:17][C:18]1[CH:19]=[C:20]([C@@H:21]2[NH:2][CH:3]([C:6]([OH:8])=[O:7])[CH2:4][S:5]2)[CH:23]=[CH:24][CH:25]=1, predict the reactants needed to synthesize it. The reactants are: Cl.[NH2:2][C@H:3]([C:6]([OH:8])=[O:7])[CH2:4][SH:5].C([O-])(=O)C.[K+].CO.[CH3:16][O:17][C:18]1[CH:19]=[C:20]([CH:23]=[CH:24][CH:25]=1)[CH:21]=O.